This data is from Forward reaction prediction with 1.9M reactions from USPTO patents (1976-2016). The task is: Predict the product of the given reaction. (1) Given the reactants C([O:3][C:4](=[O:34])[CH2:5][NH:6][C:7](=[O:33])[C:8]1[CH:13]=[CH:12][C:11]([S:14](=[O:32])(=[O:31])[NH:15][C:16]2[CH:21]=[CH:20][CH:19]=[CH:18][C:17]=2[O:22][C:23]2[CH:28]=[CH:27][C:26]([Cl:29])=[CH:25][C:24]=2[Cl:30])=[CH:10][CH:9]=1)C.O.CO, predict the reaction product. The product is: [Cl:30][C:24]1[CH:25]=[C:26]([Cl:29])[CH:27]=[CH:28][C:23]=1[O:22][C:17]1[CH:18]=[CH:19][CH:20]=[CH:21][C:16]=1[NH:15][S:14]([C:11]1[CH:12]=[CH:13][C:8]([C:7]([NH:6][CH2:5][C:4]([OH:34])=[O:3])=[O:33])=[CH:9][CH:10]=1)(=[O:31])=[O:32]. (2) Given the reactants [CH3:1][O:2][C:3]1[CH:4]=[CH:5][C:6]([C:20]([C:22]2[CH:23]=[N:24][C:25]([O:28][CH2:29][CH2:30][C:31]3[CH:36]=[CH:35][CH:34]=[CH:33][CH:32]=3)=[CH:26][CH:27]=2)=[O:21])=[C:7]([CH:19]=1)[O:8][C:9]([CH3:18])([CH3:17])[C:10]([O:12]C(C)(C)C)=[O:11], predict the reaction product. The product is: [CH3:1][O:2][C:3]1[CH:4]=[CH:5][C:6]([C:20]([C:22]2[CH:23]=[N:24][C:25]([O:28][CH2:29][CH2:30][C:31]3[CH:36]=[CH:35][CH:34]=[CH:33][CH:32]=3)=[CH:26][CH:27]=2)=[O:21])=[C:7]([CH:19]=1)[O:8][C:9]([CH3:18])([CH3:17])[C:10]([OH:12])=[O:11].